This data is from Full USPTO retrosynthesis dataset with 1.9M reactions from patents (1976-2016). The task is: Predict the reactants needed to synthesize the given product. (1) Given the product [CH2:9]([O:8][C:6]([C:5]1[S:17][C:15]([CH3:16])=[N:18][C:4]=1[OH:14])=[O:7])[CH3:10], predict the reactants needed to synthesize it. The reactants are: C(O[C:4](=[O:14])[C:5](CC)(Br)[C:6]([O:8][CH2:9][CH3:10])=[O:7])C.[C:15]([NH2:18])(=[S:17])[CH3:16]. (2) Given the product [CH3:1][O:2][C:3](=[O:4])[C:5]1[CH:10]=[CH:9][C:8](/[CH:40]=[CH:41]/[C:42]#[C:43][C:44]2[CH:45]=[CH:46][C:47]([CH:48]=[O:49])=[CH:50][CH:51]=2)=[CH:7][CH:6]=1, predict the reactants needed to synthesize it. The reactants are: [CH3:1][O:2][C:3]([C:5]1[CH:10]=[CH:9][C:8](B(O)O)=[CH:7][CH:6]=1)=[O:4].C1(P(C2C=CC=CC=2)C2C=CC=CC=2)C=CC=CC=1.C(=O)([O-])[O-].[K+].[K+].Cl/[CH:40]=[CH:41]/[C:42]#[C:43][C:44]1[CH:51]=[CH:50][C:47]([CH:48]=[O:49])=[CH:46][CH:45]=1.